Task: Regression. Given a peptide amino acid sequence and an MHC pseudo amino acid sequence, predict their binding affinity value. This is MHC class I binding data.. Dataset: Peptide-MHC class I binding affinity with 185,985 pairs from IEDB/IMGT (1) The peptide sequence is KPAVNSPRP. The MHC is HLA-B07:02 with pseudo-sequence HLA-B07:02. The binding affinity (normalized) is 0.0684. (2) The peptide sequence is KVALYRRIQR. The binding affinity (normalized) is 0. The MHC is HLA-B35:01 with pseudo-sequence HLA-B35:01. (3) The peptide sequence is AEFKYIAAV. The MHC is HLA-A33:01 with pseudo-sequence HLA-A33:01. The binding affinity (normalized) is 0.